Dataset: Reaction yield outcomes from USPTO patents with 853,638 reactions. Task: Predict the reaction yield, written as a fraction of the theoretical maximum amount of product (1.0 means a 100% yield; for example, 0.34 means a 34% yield). (1) The reactants are C(OC([N:8]([CH2:16][C:17]1[CH:24]=[CH:23][C:20]([C:21]#[N:22])=[CH:19][CH:18]=1)C(OC(C)(C)C)=O)=O)(C)(C)C. The catalyst is C(O)(C(F)(F)F)=O.ClCCl. The product is [NH2:22][CH2:21][C:20]1[CH:23]=[CH:24][C:17]([C:16]#[N:8])=[CH:18][CH:19]=1. The yield is 0.680. (2) The reactants are [CH:1]1([CH:7]([NH:25][C:26]2[CH:31]=[CH:30][C:29]([C:32]([N:34]([CH3:42])[CH2:35][CH2:36][C:37]([O:39]CC)=[O:38])=[O:33])=[CH:28][CH:27]=2)[C:8]2[CH:12]=[C:11]([C:13]3[CH:18]=[CH:17][C:16]([C:19]([F:22])([F:21])[F:20])=[CH:15][CH:14]=3)[O:10][C:9]=2[CH2:23][CH3:24])[CH2:6][CH2:5][CH2:4][CH2:3][CH2:2]1. The catalyst is C(O)C.CCCCCC. The product is [CH:1]1([CH:7]([NH:25][C:26]2[CH:27]=[CH:28][C:29]([C:32]([N:34]([CH3:42])[CH2:35][CH2:36][C:37]([OH:39])=[O:38])=[O:33])=[CH:30][CH:31]=2)[C:8]2[CH:12]=[C:11]([C:13]3[CH:14]=[CH:15][C:16]([C:19]([F:22])([F:21])[F:20])=[CH:17][CH:18]=3)[O:10][C:9]=2[CH2:23][CH3:24])[CH2:6][CH2:5][CH2:4][CH2:3][CH2:2]1. The yield is 0.990. (3) The reactants are [CH2:1]([N:3]([CH2:17][CH3:18])[C:4]1[CH:13]=[C:12]2[C:7]([CH:8]=[C:9]([CH:15]=O)[C:10](=[O:14])[O:11]2)=[CH:6][CH:5]=1)[CH3:2].[Br-:19].[C:20]([CH2:23][CH2:24][CH2:25][CH2:26][CH2:27][N+:28]1[CH:33]=[CH:32][C:31]([CH3:34])=[CH:30][CH:29]=1)([OH:22])=[O:21].C(O)C.C1(C)C=CC=CC=1. The catalyst is C(O)C. The product is [Br-:19].[C:20]([CH2:23][CH2:24][CH2:25][CH2:26][CH2:27][N+:28]1[CH:29]=[CH:30][C:31](/[CH:34]=[CH:15]/[C:9]2[C:10](=[O:14])[O:11][C:12]3[C:7]([CH:8]=2)=[CH:6][CH:5]=[C:4]([N:3]([CH2:17][CH3:18])[CH2:1][CH3:2])[CH:13]=3)=[CH:32][CH:33]=1)([OH:22])=[O:21]. The yield is 0.420. (4) The reactants are C([O:3][C:4](=[O:31])[CH2:5][CH2:6][CH2:7][S:8][C:9]1[N:13]([CH2:14][C:15]2[C:19]3[C:20]([CH3:24])=[CH:21][CH:22]=[CH:23][C:18]=3[S:17][CH:16]=2)[C:12]2[CH:25]=[CH:26][C:27]([O:29][CH3:30])=[CH:28][C:11]=2[N:10]=1)C.[OH-].[Na+].Cl. The catalyst is C1COCC1.C(O)C. The product is [CH3:24][C:20]1[C:19]2[C:15]([CH2:14][N:13]3[C:12]4[CH:25]=[CH:26][C:27]([O:29][CH3:30])=[CH:28][C:11]=4[N:10]=[C:9]3[S:8][CH2:7][CH2:6][CH2:5][C:4]([OH:31])=[O:3])=[CH:16][S:17][C:18]=2[CH:23]=[CH:22][CH:21]=1. The yield is 0.690. (5) The reactants are [CH3:1][N:2]1[C:11]2[C:6](=[C:7]([CH3:15])[C:8]([C:12]([OH:14])=[O:13])=[CH:9][CH:10]=2)[C:5](=[O:16])[N:4]([C:17]2[CH:22]=[CH:21][CH:20]=[CH:19][C:18]=2[C:23]([F:26])([F:25])[F:24])[C:3]1=[O:27].C1COCC1.O=S(Cl)Cl.[C:37]1(=O)[CH2:42][CH2:41][CH2:40][C:39](=[O:43])[CH2:38]1. The catalyst is CCN(CC)CC.C(Cl)(Cl)Cl. The product is [O:43]=[C:39]1[CH2:40][CH2:41][CH2:42][C:37]([O:13][C:12]([C:8]2[C:7]([CH3:15])=[C:6]3[C:11](=[CH:10][CH:9]=2)[N:2]([CH3:1])[C:3](=[O:27])[N:4]([C:17]2[CH:22]=[CH:21][CH:20]=[CH:19][C:18]=2[C:23]([F:26])([F:25])[F:24])[C:5]3=[O:16])=[O:14])=[CH:38]1. The yield is 0.620.